From a dataset of Full USPTO retrosynthesis dataset with 1.9M reactions from patents (1976-2016). Predict the reactants needed to synthesize the given product. (1) Given the product [CH2:4]([CH:3]([C:6]1[C:10]([CH2:11][CH2:12][CH2:13][O:14][C:15]2[C:22]([O:23][CH3:24])=[CH:21][CH:20]=[CH:19][C:16]=2[CH2:37][C:36]([O:35][CH2:39][CH3:38])=[O:44])=[CH:9][N:8]([C:25]2[CH:30]=[CH:29][C:28]([C:31]([F:34])([F:32])[F:33])=[CH:27][N:26]=2)[N:7]=1)[CH2:1][CH3:2])[CH3:5], predict the reactants needed to synthesize it. The reactants are: [CH2:1]([CH:3]([C:6]1[C:10]([CH2:11][CH2:12][CH2:13][O:14][C:15]2[C:22]([O:23][CH3:24])=[CH:21][CH:20]=[CH:19][C:16]=2C=O)=[CH:9][N:8]([C:25]2[CH:30]=[CH:29][C:28]([C:31]([F:34])([F:33])[F:32])=[CH:27][N:26]=2)[N:7]=1)[CH2:4][CH3:5])[CH3:2].[O:35]1[CH2:39][CH2:38][CH2:37][CH2:36]1.CSCS(C)=[O:44].[OH-].[Na+]. (2) The reactants are: CS([C:5]1[N:10]=[C:9]([N:11]2[CH2:15][CH2:14][CH2:13][CH2:12]2)[C:8]([C:16]2[CH:21]=[CH:20][C:19]([Cl:22])=[CH:18][CH:17]=2)=[C:7]([C:23]2[CH:28]=[CH:27][C:26]([Cl:29])=[CH:25][C:24]=2[Cl:30])[N:6]=1)(=O)=O.[CH:31]1([CH2:34][OH:35])[CH2:33][CH2:32]1. Given the product [CH:31]1([CH2:34][O:35][C:5]2[N:10]=[C:9]([N:11]3[CH2:15][CH2:14][CH2:13][CH2:12]3)[C:8]([C:16]3[CH:21]=[CH:20][C:19]([Cl:22])=[CH:18][CH:17]=3)=[C:7]([C:23]3[CH:28]=[CH:27][C:26]([Cl:29])=[CH:25][C:24]=3[Cl:30])[N:6]=2)[CH2:33][CH2:32]1, predict the reactants needed to synthesize it.